Task: Predict the product of the given reaction.. Dataset: Forward reaction prediction with 1.9M reactions from USPTO patents (1976-2016) Given the reactants [F:1][C:2]([F:16])([F:15])[C:3]1[CH:8]=[CH:7][N:6]=[C:5]([N:9]2[CH2:14][CH2:13][NH:12][CH2:11][CH2:10]2)[CH:4]=1.[C:17]([O:21][C:22]([NH:24][C@@H:25]1[CH2:29][CH2:28][C@:27]([CH:33]([CH3:35])[CH3:34])([C:30](O)=[O:31])[CH2:26]1)=[O:23])([CH3:20])([CH3:19])[CH3:18].F[P-](F)(F)(F)(F)F.N1(O[P+](N(C)C)(N(C)C)N(C)C)C2C=CC=CC=2N=N1.C(N(CC)CC)C, predict the reaction product. The product is: [CH:33]([C@:27]1([C:30]([N:12]2[CH2:11][CH2:10][N:9]([C:5]3[CH:4]=[C:3]([C:2]([F:15])([F:1])[F:16])[CH:8]=[CH:7][N:6]=3)[CH2:14][CH2:13]2)=[O:31])[CH2:28][CH2:29][C@@H:25]([NH:24][C:22](=[O:23])[O:21][C:17]([CH3:19])([CH3:18])[CH3:20])[CH2:26]1)([CH3:35])[CH3:34].